Dataset: Catalyst prediction with 721,799 reactions and 888 catalyst types from USPTO. Task: Predict which catalyst facilitates the given reaction. (1) Reactant: C(N1[CH2:13][CH2:12][N:11]([CH:14]2[CH2:17]N(C(OC(C)(C)C)=O)[CH2:15]2)[CH2:10][CH2:9]1)C1C=CC=CC=1.F[C:26](F)(F)C(O)=O.CCN=C=NCCCN(C)C.Cl.C1(CC(O)=O)C=CC=CC=1.C1C=CC2N(O)N=NC=2C=1. Product: [CH2:12]([N:11]([CH:10]([CH3:9])[CH3:26])[CH:14]([CH3:17])[CH3:15])[CH3:13]. The catalyst class is: 4. (2) Reactant: CCN(C(C)C)C(C)C.Cl.[F:11][C:12]1[CH:53]=[CH:52][CH:51]=[C:50]([F:54])[C:13]=1[CH2:14][O:15][C:16]([C:25]1[CH:30]=[CH:29][C:28]([C:31]2([S:40]([C:43]3[CH:48]=[CH:47][C:46]([F:49])=[CH:45][CH:44]=3)(=[O:42])=[O:41])[CH2:35][CH2:34][N:33]([CH2:36][C:37](O)=[O:38])[CH2:32]2)=[CH:27][CH:26]=1)([C:21]([F:24])([F:23])[F:22])[C:17]([F:20])([F:19])[F:18].[NH:55]1[CH2:60][CH2:59][O:58][CH2:57][CH2:56]1.F[P-](F)(F)(F)(F)F.N1(O[P+](N(C)C)(N(C)C)N(C)C)C2C=CC=CC=2N=N1. Product: [F:54][C:50]1[CH:51]=[CH:52][CH:53]=[C:12]([F:11])[C:13]=1[CH2:14][O:15][C:16]([C:25]1[CH:26]=[CH:27][C:28]([C:31]2([S:40]([C:43]3[CH:48]=[CH:47][C:46]([F:49])=[CH:45][CH:44]=3)(=[O:42])=[O:41])[CH2:35][CH2:34][N:33]([CH2:36][C:37]([N:55]3[CH2:60][CH2:59][O:58][CH2:57][CH2:56]3)=[O:38])[CH2:32]2)=[CH:29][CH:30]=1)([C:21]([F:23])([F:24])[F:22])[C:17]([F:20])([F:19])[F:18]. The catalyst class is: 4.